Dataset: Full USPTO retrosynthesis dataset with 1.9M reactions from patents (1976-2016). Task: Predict the reactants needed to synthesize the given product. (1) Given the product [OH:1][C:2]1[CH:7]=[CH:6][CH:5]=[CH:4][C:3]=1[C:8]1[N:13]([CH2:14][CH2:15][C:16]2[CH:17]=[CH:18][CH:19]=[CH:20][CH:21]=2)[C:12](=[O:22])[C:11]([O:53][CH:50]([CH3:52])[CH3:51])=[C:10]([CH3:23])[N:9]=1, predict the reactants needed to synthesize it. The reactants are: [OH:1][C:2]1[CH:7]=[CH:6][CH:5]=[CH:4][C:3]=1[C:8]1[N:13]([CH2:14][CH2:15][C:16]2[CH:21]=[CH:20][CH:19]=[CH:18][CH:17]=2)[C:12](=[O:22])[CH:11]=[C:10]([CH2:23]N2CCCCC2)[N:9]=1.N1C2C(=CC=C3C=2N=CC=C3)C=CC=1.C(=O)([O-])[O-].[Cs+].[Cs+].[CH:50]([OH:53])([CH3:52])[CH3:51]. (2) Given the product [Br:1][C:2]1[CH:3]=[C:4]2[C:9](=[CH:10][CH:11]=1)[C:8]([F:12])=[C:7]([F:14])[CH:6]=[CH:5]2, predict the reactants needed to synthesize it. The reactants are: [Br:1][C:2]1[CH:3]=[C:4]2[C:9](=[CH:10][CH:11]=1)[C:8](F)([F:12])[C:7](F)([F:14])[CH:6]=[CH:5]2.[NH4+].[Cl-].[NH4+].[OH-].